This data is from Full USPTO retrosynthesis dataset with 1.9M reactions from patents (1976-2016). The task is: Predict the reactants needed to synthesize the given product. Given the product [F:33][C:30]([F:31])([F:32])[C:29]([N:2]([CH3:1])[CH2:3][C:4]1([CH2:8][N:9]2[CH:13]=[C:12]([N+:14]([O-:16])=[O:15])[CH:11]=[N:10]2)[CH2:7][O:6][CH2:5]1)=[O:34], predict the reactants needed to synthesize it. The reactants are: [CH3:1][NH:2][CH2:3][C:4]1([CH2:8][N:9]2[CH:13]=[C:12]([N+:14]([O-:16])=[O:15])[CH:11]=[N:10]2)[CH2:7][O:6][CH2:5]1.CCN(CC)CC.[F:31][C:30]([F:33])([F:32])[C:29](O[C:29](=[O:34])[C:30]([F:33])([F:32])[F:31])=[O:34].